Dataset: Full USPTO retrosynthesis dataset with 1.9M reactions from patents (1976-2016). Task: Predict the reactants needed to synthesize the given product. (1) Given the product [CH3:31][CH:30]([S:6][C:7]1[N:8]([C:17]2[CH:18]=[CH:19][C:20]([O:23][CH2:24][C:25]([F:28])([F:27])[F:26])=[CH:21][CH:22]=2)[C:9](=[O:16])[C:10]2[CH:15]=[CH:14][NH:13][C:11]=2[N:12]=1)[CH3:32], predict the reactants needed to synthesize it. The reactants are: C(=O)([O-])O.[Na+].[S:6]=[C:7]1[NH:12][C:11]2[NH:13][CH:14]=[CH:15][C:10]=2[C:9](=[O:16])[N:8]1[C:17]1[CH:22]=[CH:21][C:20]([O:23][CH2:24][C:25]([F:28])([F:27])[F:26])=[CH:19][CH:18]=1.I[CH:30]([CH3:32])[CH3:31]. (2) Given the product [C:15]1([N:13]2[C:14]3[C:6]([CH:5]=[CH:4][C:3]([NH:30][CH2:33][CH2:34][CH3:35])=[O:2])=[CH:7][C:8]([C:21]([F:22])([F:23])[F:24])=[CH:9][C:10]=3[N:11]=[CH:12]2)[CH:16]=[CH:17][CH:18]=[CH:19][CH:20]=1, predict the reactants needed to synthesize it. The reactants are: C[O:2][C:3](=O)[CH:4]=[CH:5][C:6]1[C:14]2[N:13]([C:15]3[CH:20]=[CH:19][CH:18]=[CH:17][CH:16]=3)[CH:12]=[N:11][C:10]=2[CH:9]=[C:8]([C:21]([F:24])([F:23])[F:22])[CH:7]=1.CN1CC[N:30]([C:33](=O)[CH:34]=[CH:35]C2C3N(C4C=CC=CC=4)C=NC=3C=C(C(F)(F)F)C=2)CC1. (3) The reactants are: [CH3:1][O:2][C:3]1[CH:8]=[CH:7][C:6]([C:9]2[NH:10][C:11]([NH:14][C:15](=[O:28])[C:16]([CH3:27])([S:18]([CH:21]3[CH2:26][CH2:25][O:24][CH2:23][CH2:22]3)(=[O:20])=[O:19])[CH3:17])=[N:12][N:13]=2)=[CH:5][CH:4]=1.[H-].[Na+].[CH3:31]I. Given the product [CH3:1][O:2][C:3]1[CH:8]=[CH:7][C:6]([C:9]2[N:10]=[C:11]([NH:14][C:15](=[O:28])[C:16]([CH3:17])([S:18]([CH:21]3[CH2:26][CH2:25][O:24][CH2:23][CH2:22]3)(=[O:20])=[O:19])[CH3:27])[N:12]([CH3:31])[N:13]=2)=[CH:5][CH:4]=1, predict the reactants needed to synthesize it. (4) Given the product [CH2:1]([O:15][CH2:16][C@H:17]([O:20][CH2:21][CH2:22][CH2:23][CH2:24][CH2:25][CH2:26][CH2:27][CH2:28][CH2:29][CH2:30][CH2:31][CH2:32][CH2:33][CH3:34])[CH2:18][N:36]([CH3:37])[CH3:35])[CH2:2][CH2:3][CH2:4][CH2:5][CH2:6][CH2:7][CH2:8][CH2:9][CH2:10][CH2:11][CH2:12][CH2:13][CH3:14], predict the reactants needed to synthesize it. The reactants are: [CH2:1]([O:15][CH2:16][C@H:17]([O:20][CH2:21][CH2:22][CH2:23][CH2:24][CH2:25][CH2:26][CH2:27][CH2:28][CH2:29][CH2:30][CH2:31][CH2:32][CH2:33][CH3:34])[CH2:18]Br)[CH2:2][CH2:3][CH2:4][CH2:5][CH2:6][CH2:7][CH2:8][CH2:9][CH2:10][CH2:11][CH2:12][CH2:13][CH3:14].[CH3:35][NH:36][CH3:37]. (5) The reactants are: [OH:1]N1CCN(O)C1.C[C:9]([CH:11]=[O:12])=O.I.[NH2:14][C@H:15]([C:21]([OH:23])=[O:22])[CH2:16][CH2:17][CH2:18][CH2:19][NH2:20]. Given the product [C:11]([CH2:9][NH:20][CH2:19][CH2:18][CH2:17][CH2:16][C@@H:15]([C:21]([OH:23])=[O:22])[NH2:14])([OH:12])=[O:1], predict the reactants needed to synthesize it. (6) Given the product [CH3:20][C:21]1[C:25]([C:17]2[CH:12]=[CH:11][C:10]([CH2:18][NH:19][C:12]34[CH2:11][CH:10]5[CH2:9][CH:16]([CH2:15][CH:14]([CH2:18]5)[CH2:13]3)[CH2:17]4)=[CH:9][CH:16]=2)=[C:24]([CH3:30])[O:23][N:22]=1, predict the reactants needed to synthesize it. The reactants are: BrC([CH:9]1[CH:16]2[CH2:17][C:12]3([NH2:19])[CH2:13][CH:14]([CH2:18][CH:10]1[CH2:11]3)[CH2:15]2)C1C=CC=CC=1.[CH3:20][C:21]1[C:25]([B-](F)(F)F)=[C:24]([CH3:30])[O:23][N:22]=1.[K+]. (7) Given the product [Br:1][C:2]1[CH:7]=[CH:6][C:5]([C:8]2([CH2:11][C:13]#[N:15])[CH2:10][CH2:9]2)=[CH:4][CH:3]=1, predict the reactants needed to synthesize it. The reactants are: [Br:1][C:2]1[CH:7]=[CH:6][C:5]([C:8]2([CH2:11]O)[CH2:10][CH2:9]2)=[CH:4][CH:3]=1.[CH2:13]([N:15](CC)CC)C.CS(Cl)(=O)=O.[C-]#N.[Na+].